From a dataset of Forward reaction prediction with 1.9M reactions from USPTO patents (1976-2016). Predict the product of the given reaction. Given the reactants C[Si](C)(C)[C:3]1[S:4][C:5]([Sn](C)(C)C)=[CH:6][N:7]=1.I[C:15]1[CH:20]=[CH:19][C:18]([Br:21])=[CH:17][N:16]=1, predict the reaction product. The product is: [Br:21][C:18]1[CH:19]=[CH:20][C:15]([C:5]2[S:4][CH:3]=[N:7][CH:6]=2)=[N:16][CH:17]=1.